This data is from Full USPTO retrosynthesis dataset with 1.9M reactions from patents (1976-2016). The task is: Predict the reactants needed to synthesize the given product. (1) Given the product [CH:1]1[C:10]2[CH2:9][CH2:8][CH2:7][CH2:6][C:5]=2[CH:4]=[CH:3][C:2]=1[C:11]1[N:15]([CH2:25][O:24][CH2:23][CH2:22][Si:19]([CH3:21])([CH3:20])[CH3:18])[CH:14]=[N:13][CH:12]=1, predict the reactants needed to synthesize it. The reactants are: [CH:1]1[C:10]2[CH2:9][CH2:8][CH2:7][CH2:6][C:5]=2[CH:4]=[CH:3][C:2]=1[C:11]1[NH:15][CH:14]=[N:13][CH:12]=1.[H-].[Na+].[CH3:18][Si:19]([CH2:22][CH2:23][O:24][CH2:25]Cl)([CH3:21])[CH3:20]. (2) The reactants are: B([O-])([O-])O[C:3]1[CH:8]=C[CH:6]=[C:5]([CH3:9])[CH:4]=1.Cl[C:13]1[CH:22]=[C:21]([CH3:23])[C:20]2[C:15](=[CH:16][CH:17]=[CH:18][CH:19]=2)[N:14]=1.[C:24](=O)([O-])[O-].[K+].[K+]. Given the product [CH3:9][C:5]1[CH:6]=[C:16]([C:15]2[C:20]3[C:21](=[CH:23][CH:17]=[CH:18][CH:19]=3)[C:22]([CH3:24])=[CH:13][N:14]=2)[CH:8]=[CH:3][CH:4]=1, predict the reactants needed to synthesize it. (3) Given the product [Cl:1][C:2]1[CH:3]=[CH:4][C:5]([CH2:6][NH:7][C:8]([C:10]2[C:11](=[O:29])[C:12]3[CH:26]=[C:25]([CH2:27][N:33]4[CH2:38][CH2:37][O:36][CH2:35][C@@H:34]4[C@@H:39]([OH:40])[C:41]4[CH:46]=[CH:45][CH:44]=[CH:43][CH:42]=4)[S:24][C:13]=3[N:14]([CH2:16][CH2:17][N:18]3[CH2:23][CH2:22][O:21][CH2:20][CH2:19]3)[CH:15]=2)=[O:9])=[CH:30][CH:31]=1, predict the reactants needed to synthesize it. The reactants are: [Cl:1][C:2]1[CH:31]=[CH:30][C:5]([CH2:6][NH:7][C:8]([C:10]2[C:11](=[O:29])[C:12]3[CH:26]=[C:25]([CH2:27]Cl)[S:24][C:13]=3[N:14]([CH2:16][CH2:17][N:18]3[CH2:23][CH2:22][O:21][CH2:20][CH2:19]3)[CH:15]=2)=[O:9])=[CH:4][CH:3]=1.Cl.[NH:33]1[CH2:38][CH2:37][O:36][CH2:35][C@@H:34]1[C@H:39]([C:41]1[CH:46]=[CH:45][CH:44]=[CH:43][CH:42]=1)[OH:40]. (4) Given the product [Cl:1][C:2]1[S:18][C:5]2[N:6]=[CH:7][N:8]=[C:9]([NH:10][C:11]3[C:12]([O:17][C@H:24]4[CH2:25][CH2:26][C@H:21]([OH:20])[CH2:22][CH2:23]4)=[N:13][CH:14]=[CH:15][CH:16]=3)[C:4]=2[C:3]=1[CH3:19], predict the reactants needed to synthesize it. The reactants are: [Cl:1][C:2]1[S:18][C:5]2[N:6]=[CH:7][N:8]=[C:9]([NH:10][C:11]3[C:12]([OH:17])=[N:13][CH:14]=[CH:15][CH:16]=3)[C:4]=2[C:3]=1[CH3:19].[OH:20][C@@H:21]1[CH2:26][CH2:25][C@H:24](O)[CH2:23][CH2:22]1. (5) Given the product [CH3:27][C:25]1[N:26]=[C:21]([CH3:20])[C:22]2[N:23]([CH:2]=[C:3]([C:5]3[C:6](=[O:19])[O:7][C:8]4[C:13]([CH:14]=3)=[CH:12][CH:11]=[C:10]([O:15][CH2:16][CH2:17][OH:18])[CH:9]=4)[N:28]=2)[CH:24]=1, predict the reactants needed to synthesize it. The reactants are: Br[CH2:2][C:3]([C:5]1[C:6](=[O:19])[O:7][C:8]2[C:13]([CH:14]=1)=[CH:12][CH:11]=[C:10]([O:15][CH2:16][CH2:17][OH:18])[CH:9]=2)=O.[CH3:20][C:21]1[C:22]([NH2:28])=[N:23][CH:24]=[C:25]([CH3:27])[N:26]=1. (6) Given the product [Br:2][C:3]1[CH:17]=[C:16]2[C:6]([C:7](=[O:18])[CH2:8][C:9]3([O:15]2)[CH2:10][CH2:11][N:12]([CH3:22])[CH2:13][CH2:14]3)=[CH:5][C:4]=1[CH3:19], predict the reactants needed to synthesize it. The reactants are: Cl.[Br:2][C:3]1[CH:17]=[C:16]2[C:6]([C:7](=[O:18])[CH2:8][C:9]3([O:15]2)[CH2:14][CH2:13][NH:12][CH2:11][CH2:10]3)=[CH:5][C:4]=1[CH3:19].Cl.O1CCOC[CH2:22]1. (7) Given the product [CH3:26][O:15][C:10]1[CH:11]=[C:12]2[C:7](=[CH:8][C:9]=1[N+:16]([O-:18])=[O:17])[C:6](=[O:19])[N:5]([CH2:4][C:3]([O:2][CH3:1])=[O:20])[C:13]2=[O:14], predict the reactants needed to synthesize it. The reactants are: [CH3:1][O:2][C:3](=[O:20])[CH2:4][N:5]1[C:13](=[O:14])[C:12]2[C:7](=[CH:8][C:9]([N+:16]([O-:18])=[O:17])=[C:10]([O-:15])[CH:11]=2)[C:6]1=[O:19].[K+].S(OC)(O[CH3:26])(=O)=O.